From a dataset of Full USPTO retrosynthesis dataset with 1.9M reactions from patents (1976-2016). Predict the reactants needed to synthesize the given product. (1) Given the product [CH3:23][N:18]([C:13]1[CH:14]=[CH:15][CH:16]=[CH:17][C:12]=1[C:11]#[C:10][C:6]1[C:5]2[N:4]([N:3]=[C:2]([NH:38][C:35]3[CH:34]=[CH:33][C:32]([N:29]4[CH2:28][CH2:27][N:26]([CH3:25])[CH2:31][CH2:30]4)=[CH:37][CH:36]=3)[N:24]=2)[CH:9]=[CH:8][CH:7]=1)[S:19]([CH3:22])(=[O:21])=[O:20], predict the reactants needed to synthesize it. The reactants are: Cl[C:2]1[N:24]=[C:5]2[C:6]([C:10]#[C:11][C:12]3[CH:17]=[CH:16][CH:15]=[CH:14][C:13]=3[N:18]([CH3:23])[S:19]([CH3:22])(=[O:21])=[O:20])=[CH:7][CH:8]=[CH:9][N:4]2[N:3]=1.[CH3:25][N:26]1[CH2:31][CH2:30][N:29]([C:32]2[CH:37]=[CH:36][C:35]([NH2:38])=[CH:34][CH:33]=2)[CH2:28][CH2:27]1.C1(P(C2CCCCC2)C2C=CC=CC=2C2C=CC=CC=2P(C2CCCCC2)C2CCCCC2)CCCCC1. (2) Given the product [NH2:1][C:2]1[C:3]2[C:10]([C:11]#[C:12][C:13]3[CH:14]=[C:15]([O:21][CH3:22])[CH:16]=[C:17]([O:19][CH3:20])[CH:18]=3)=[CH:9][N:8]([C@@H:23]3[CH2:27][NH:26][C@H:25]([C:35]([O:37][CH3:38])=[O:36])[CH2:24]3)[C:4]=2[N:5]=[CH:6][N:7]=1, predict the reactants needed to synthesize it. The reactants are: [NH2:1][C:2]1[C:3]2[C:10]([C:11]#[C:12][C:13]3[CH:18]=[C:17]([O:19][CH3:20])[CH:16]=[C:15]([O:21][CH3:22])[CH:14]=3)=[CH:9][N:8]([C@@H:23]3[CH2:27][N:26](C(OC(C)(C)C)=O)[C@H:25]([C:35]([O:37][CH3:38])=[O:36])[CH2:24]3)[C:4]=2[N:5]=[CH:6][N:7]=1.C(O)(C(F)(F)F)=O. (3) Given the product [CH3:14][O:13][CH:3]([O:2][CH3:1])[C:4]1[CH:9]=[C:8]([O:10][CH3:15])[N:7]=[C:6]([O:11][CH3:12])[N:5]=1, predict the reactants needed to synthesize it. The reactants are: [CH3:1][O:2][CH:3]([O:13][CH3:14])[C:4]1[N:5]=[C:6]([O:11][CH3:12])[NH:7][C:8](=[O:10])[CH:9]=1.[CH3:15]N(C=O)C.C[O-].[Na+]. (4) Given the product [Cl:1][C:2]1[C:7]2=[N:8][CH:9]=[C:10]([O:12][CH2:13][C:14]3[N:21]=[C:20]([CH3:25])[CH:16]=[CH:17][N:18]=3)[N:11]=[C:6]2[CH:5]=[CH:4][N:3]=1, predict the reactants needed to synthesize it. The reactants are: [Cl:1][C:2]1[C:7]2=[N:8][CH:9]=[C:10]([O:12][CH2:13][C:14]3O[CH:16]=[CH:17][N:18]=3)[N:11]=[C:6]2[CH:5]=[CH:4][N:3]=1.Cl[C:20]1[N:21]=C2C=CN=C(Cl)C2=N[CH:25]=1.OCC1N=C(C)C=CN=1. (5) Given the product [C:35]([O:34][C:33](=[O:39])[NH:32][CH2:29][C:30]#[C:31][C:24]1[CH:25]=[CH:26][C:17]2[C:16]3[N:28]=[C:12]([NH:11][C:5]4[CH:6]=[CH:7][C:8]([O:9][CH3:10])=[C:3]([O:2][CH3:1])[CH:4]=4)[N:13]=[CH:14][C:15]=3[CH2:21][C:20](=[O:22])[NH:19][C:18]=2[CH:23]=1)([CH3:38])([CH3:37])[CH3:36], predict the reactants needed to synthesize it. The reactants are: [CH3:1][O:2][C:3]1[CH:4]=[C:5]([NH:11][C:12]2[N:13]=[CH:14][C:15]3[CH2:21][C:20](=[O:22])[NH:19][C:18]4[CH:23]=[C:24](I)[CH:25]=[CH:26][C:17]=4[C:16]=3[N:28]=2)[CH:6]=[CH:7][C:8]=1[O:9][CH3:10].[CH2:29]([NH:32][C:33](=[O:39])[O:34][C:35]([CH3:38])([CH3:37])[CH3:36])[C:30]#[CH:31]. (6) Given the product [CH3:12][O:11][C:10]1[C:2]([NH:1][C:19]([O:21][CH2:22][C:23]([Cl:26])([Cl:25])[Cl:24])=[O:20])=[C:3]([CH:7]=[CH:8][CH:9]=1)[C:4]([OH:6])=[O:5], predict the reactants needed to synthesize it. The reactants are: [NH2:1][C:2]1[C:10]([O:11][CH3:12])=[CH:9][CH:8]=[CH:7][C:3]=1[C:4]([OH:6])=[O:5].N1C=CC=CC=1.[C:19](Cl)([O:21][CH2:22][C:23]([Cl:26])([Cl:25])[Cl:24])=[O:20]. (7) Given the product [CH3:1][C:2]1[C:7]([Cl:8])=[CH:6][C:5]([C:10](=[O:13])[CH2:11][CH3:12])=[C:4]([OH:9])[CH:3]=1, predict the reactants needed to synthesize it. The reactants are: [CH3:1][C:2]1[CH:3]=[C:4]([OH:9])[CH:5]=[CH:6][C:7]=1[Cl:8].[C:10](Cl)(=[O:13])[CH2:11][CH3:12].[Cl-].[Cl-].[Cl-].[Al+3].Cl. (8) Given the product [CH3:11][C:3]1[N:4]=[C:5]([NH:7][C:8](=[O:10])[CH3:9])[S:6][C:2]=1[C:22]1[CH:26]=[CH:25][S:24][CH:23]=1, predict the reactants needed to synthesize it. The reactants are: I[C:2]1[S:6][C:5]([NH:7][C:8](=[O:10])[CH3:9])=[N:4][C:3]=1[CH3:11].[F-].[K+].CC1(C)C(C)(C)OB([C:22]2[CH:26]=[CH:25][S:24][CH:23]=2)O1.